Dataset: Catalyst prediction with 721,799 reactions and 888 catalyst types from USPTO. Task: Predict which catalyst facilitates the given reaction. (1) Reactant: [O:1]1[CH2:5][CH2:4][CH2:3][C@H:2]1[C:6]([OH:8])=O.CCN=C=NCCCN(C)C.Cl.C1C=CC2N(O)[N:28]=[N:27]C=2C=1.O.NN. Product: [O:1]1[CH2:5][CH2:4][CH2:3][C@H:2]1[C:6]([NH:27][NH2:28])=[O:8]. The catalyst class is: 4. (2) Reactant: [Cl:1][C:2]1[C:3]([F:10])=[C:4]([CH:6]=[CH:7][C:8]=1[F:9])[NH2:5].Cl.Cl[C:13]1[C:22]2[C:17](=[CH:18][C:19]([O:37][CH3:38])=[C:20]([O:23][CH:24]3[CH2:29][CH2:28][N:27](C(OC(C)(C)C)=O)[CH2:26][CH2:25]3)[CH:21]=2)[N:16]=[CH:15][N:14]=1. Product: [Cl:1][C:2]1[C:3]([F:10])=[C:4]([CH:6]=[CH:7][C:8]=1[F:9])[NH:5][C:13]1[C:22]2[C:17](=[CH:18][C:19]([O:37][CH3:38])=[C:20]([O:23][CH:24]3[CH2:25][CH2:26][NH:27][CH2:28][CH2:29]3)[CH:21]=2)[N:16]=[CH:15][N:14]=1. The catalyst class is: 32. (3) Reactant: [Na+].[I-:2].[C:3]([Si:7]([O:10][C@@H:11]1[C:19]2[C:14](=[C:15](Br)[CH:16]=[CH:17][CH:18]=2)[CH2:13][CH2:12]1)([CH3:9])[CH3:8])([CH3:6])([CH3:5])[CH3:4].O. Product: [C:3]([Si:7]([O:10][C@@H:11]1[C:19]2[C:14](=[C:15]([I:2])[CH:16]=[CH:17][CH:18]=2)[CH2:13][CH2:12]1)([CH3:9])[CH3:8])([CH3:6])([CH3:5])[CH3:4]. The catalyst class is: 185. (4) Reactant: C(OC(=O)[NH:7][C:8]1[CH:13]=[CH:12][C:11]([O:14][CH2:15][C:16]2[C:25]3[C:20](=[CH:21][CH:22]=[CH:23][CH:24]=3)[N:19]=[C:18]([CH3:26])[CH:17]=2)=[CH:10][CH:9]=1)(C)(C)C.[ClH:28].C(OCC)C. Product: [CH3:26][C:18]1[CH:17]=[C:16]([CH2:15][O:14][C:11]2[CH:10]=[CH:9][C:8]([NH2:7])=[CH:13][CH:12]=2)[C:25]2[C:20](=[CH:21][CH:22]=[CH:23][CH:24]=2)[N:19]=1.[ClH:28]. The catalyst class is: 684. (5) Reactant: [NH2:1][C:2]1[CH:3]=[N:4][C:5]2[C:10]([C:11]=1[NH:12][CH2:13][C:14]([CH3:21])([CH3:20])[C:15]([O:17][CH2:18][CH3:19])=[O:16])=[CH:9][CH:8]=[CH:7][CH:6]=2.[CH2:22]([O:24][CH2:25][C:26](Cl)=O)[CH3:23].C(N(CC)CC)C. Product: [CH2:22]([O:24][CH2:25][C:26]1[N:12]([CH2:13][C:14]([CH3:20])([CH3:21])[C:15]([O:17][CH2:18][CH3:19])=[O:16])[C:11]2[C:10]3[CH:9]=[CH:8][CH:7]=[CH:6][C:5]=3[N:4]=[CH:3][C:2]=2[N:1]=1)[CH3:23]. The catalyst class is: 8. (6) Reactant: [F:1][C:2]1[CH:7]=[CH:6][C:5]([S:8][CH2:9][CH2:10][CH2:11][C:12]([NH:14][C:15]2[CH:24]=[CH:23][CH:22]=[C:21]3[C:16]=2[CH:17]=[CH:18][N:19]=[CH:20]3)=[O:13])=[CH:4][CH:3]=1.[H-].[Na+].I[CH3:28].O. Product: [F:1][C:2]1[CH:3]=[CH:4][C:5]([S:8][CH2:9][CH2:10][CH2:11][C:12]([N:14]([C:15]2[CH:24]=[CH:23][CH:22]=[C:21]3[C:16]=2[CH:17]=[CH:18][N:19]=[CH:20]3)[CH3:28])=[O:13])=[CH:6][CH:7]=1. The catalyst class is: 9. (7) Reactant: [C:1]1(=[O:8])[NH:7][CH2:6][CH2:5][CH2:4][CH2:3][CH2:2]1.[P:9](=[O:13])([OH:12])([OH:11])[OH:10]. Product: [P:9]([OH:13])([OH:12])([OH:11])=[O:10].[C:1]1(=[O:8])[NH:7][CH2:6][CH2:5][CH2:4][CH2:3][CH2:2]1. The catalyst class is: 6. (8) Reactant: [C:1](N1C=CN=C1)(N1C=CN=C1)=[O:2].[NH2:13][C:14]1[CH:19]=[C:18]([Cl:20])[C:17]([Cl:21])=[CH:16][C:15]=1[NH2:22].O. Product: [Cl:20][C:18]1[C:17]([Cl:21])=[CH:16][C:15]2[NH:22][C:1](=[O:2])[NH:13][C:14]=2[CH:19]=1. The catalyst class is: 1.